This data is from Reaction yield outcomes from USPTO patents with 853,638 reactions. The task is: Predict the reaction yield, written as a fraction of the theoretical maximum amount of product (1.0 means a 100% yield; for example, 0.34 means a 34% yield). (1) The reactants are [C:1]([O:7][CH2:8][N:9]1[C:13]2[N:14]=[N:15][CH:16]=[C:17]([C:18]3[CH:19]=[N:20][NH:21][CH:22]=3)[C:12]=2[CH:11]=[CH:10]1)(=[O:6])[C:2]([CH3:5])([CH3:4])[CH3:3].[CH2:23]1[CH2:33][CH2:32][N:31]2[C:26](=NCCC2)[CH2:25][CH2:24]1. The catalyst is C(#N)C. The product is [C:1]([O:7][CH2:8][N:9]1[C:13]2[N:14]=[N:15][CH:16]=[C:17]([C:18]3[CH:19]=[N:20][N:21]([CH:23]([CH2:24][CH:25]4[CH2:26][CH2:13][CH2:12][CH2:11][CH2:10]4)[CH2:33][C:32]#[N:31])[CH:22]=3)[C:12]=2[CH:11]=[CH:10]1)(=[O:6])[C:2]([CH3:5])([CH3:4])[CH3:3]. The yield is 0.740. (2) The reactants are [Cl:1][C:2]1[CH:8]=[C:7]([C:9]2[CH2:18][CH2:17][C:12]3([O:16][CH2:15][CH2:14][O:13]3)[CH2:11][CH:10]=2)[CH:6]=[CH:5][C:3]=1[NH2:4]. The catalyst is C(OCC)(=O)C.[Pt]=O. The product is [Cl:1][C:2]1[CH:8]=[C:7]([CH:9]2[CH2:10][CH2:11][C:12]3([O:13][CH2:14][CH2:15][O:16]3)[CH2:17][CH2:18]2)[CH:6]=[CH:5][C:3]=1[NH2:4]. The yield is 0.630. (3) The reactants are Br[C:2]1[N:3]=[C:4]([CH:7]([O:20][Si:21]([C:24]([CH3:27])([CH3:26])[CH3:25])([CH3:23])[CH3:22])[CH2:8][CH2:9][CH2:10][CH2:11][CH2:12][CH2:13][C:14]2[CH:19]=[CH:18][CH:17]=[CH:16][CH:15]=2)[O:5][CH:6]=1.C([Sn](CCCC)(CCCC)[C:33]1[CH:34]=[N:35][CH:36]=[CH:37][CH:38]=1)CCC. The catalyst is C1(C)C=CC=CC=1. The product is [Si:21]([O:20][CH:7]([C:4]1[O:5][CH:6]=[C:2]([C:33]2[CH:34]=[N:35][CH:36]=[CH:37][CH:38]=2)[N:3]=1)[CH2:8][CH2:9][CH2:10][CH2:11][CH2:12][CH2:13][C:14]1[CH:19]=[CH:18][CH:17]=[CH:16][CH:15]=1)([C:24]([CH3:27])([CH3:26])[CH3:25])([CH3:23])[CH3:22]. The yield is 0.740. (4) The reactants are Cl.[N:2]1([C:8]2[CH:15]=[CH:14][C:11]([C:12]#[N:13])=[CH:10][CH:9]=2)[CH2:7][CH2:6][NH:5][CH2:4][CH2:3]1.[C:16]1([C:22]([C:26]2[CH:31]=[CH:30][CH:29]=[CH:28][CH:27]=2)=[CH:23][CH:24]=O)[CH:21]=[CH:20][CH:19]=[CH:18][CH:17]=1.C(N(C(C)C)CC)(C)C.C([BH3-])#N. The catalyst is ClCCl.CO. The product is [C:16]1([C:22]([C:26]2[CH:27]=[CH:28][CH:29]=[CH:30][CH:31]=2)=[CH:23][CH2:24][N:5]2[CH2:6][CH2:7][N:2]([C:8]3[CH:9]=[CH:10][C:11]([C:12]#[N:13])=[CH:14][CH:15]=3)[CH2:3][CH2:4]2)[CH:21]=[CH:20][CH:19]=[CH:18][CH:17]=1. The yield is 0.840. (5) The reactants are C(O[C:6]([N:8]1[CH2:13][CH2:12][C:11](=[C:14]([C:21]2[CH:26]=[CH:25][CH:24]=[CH:23][CH:22]=2)[C:15]2[N:16]=[CH:17][N:18]([CH3:20])[CH:19]=2)[CH2:10][CH2:9]1)=[O:7])(C)(C)C.C(O)(C(F)(F)F)=O.Cl.[CH3:35][O:36][C:37]1[CH:45]=[N:44][C:43]([N:46]2[CH:50]=[N:49][C:48]([CH3:51])=[N:47]2)=[C:42]2[C:38]=1[C:39]([C:52](=[O:56])C(O)=O)=[CH:40][NH:41]2.C(N(CC)CC)(C)C.C1N(P(Cl)(N2C(=O)OCC2)=O)C(=O)OC1. The catalyst is C(Cl)Cl. The product is [C:21]1([C:14](=[C:11]2[CH2:12][CH2:13][N:8]([C:6](=[O:7])[C:52]([C:39]3[C:38]4[C:42](=[C:43]([N:46]5[CH:50]=[N:49][C:48]([CH3:51])=[N:47]5)[N:44]=[CH:45][C:37]=4[O:36][CH3:35])[NH:41][CH:40]=3)=[O:56])[CH2:9][CH2:10]2)[C:15]2[N:16]=[CH:17][N:18]([CH3:20])[CH:19]=2)[CH:26]=[CH:25][CH:24]=[CH:23][CH:22]=1. The yield is 0.500. (6) The reactants are [C:1]([O:5][C:6]1[CH:11]=[CH:10][C:9]([CH2:12][C@H:13]([NH:34]C(=O)OCC2C3C=CC=CC=3C3C2=CC=CC=3)[C:14]([N:16]([CH2:26][CH:27]([O:31][CH2:32][CH3:33])[O:28][CH2:29][CH3:30])[CH2:17][C:18]2[CH:23]=[CH:22][C:21]([F:24])=[CH:20][C:19]=2[F:25])=[O:15])=[CH:8][CH:7]=1)([CH3:4])([CH3:3])[CH3:2].N1CCCCC1. No catalyst specified. The product is [NH2:34][C@@H:13]([CH2:12][C:9]1[CH:8]=[CH:7][C:6]([O:5][C:1]([CH3:3])([CH3:2])[CH3:4])=[CH:11][CH:10]=1)[C:14]([N:16]([CH2:26][CH:27]([O:31][CH2:32][CH3:33])[O:28][CH2:29][CH3:30])[CH2:17][C:18]1[CH:23]=[CH:22][C:21]([F:24])=[CH:20][C:19]=1[F:25])=[O:15]. The yield is 1.58.